This data is from Reaction yield outcomes from USPTO patents with 853,638 reactions. The task is: Predict the reaction yield, written as a fraction of the theoretical maximum amount of product (1.0 means a 100% yield; for example, 0.34 means a 34% yield). (1) The reactants are Br[C:2]1[CH:3]=[C:4]2[C:9](=[CH:10][CH:11]=1)[C:8](=[O:12])[NH:7][N:6]=[C:5]2[Cl:13].BrC1C=C2C(C(Cl)=NNC2=O)=CC=1.[C:27]([O:31][C:32]([N:34]1[CH2:39][CH2:38][N:37]([C:40]2[CH:45]=[CH:44][C:43]([O:46][CH3:47])=[CH:42][C:41]=2[CH2:48][NH2:49])[CH2:36][CH2:35]1)=[O:33])([CH3:30])([CH3:29])[CH3:28].C1C=CC(P(C2C(C3C(P(C4C=CC=CC=4)C4C=CC=CC=4)=CC=C4C=3C=CC=C4)=C3C(C=CC=C3)=CC=2)C2C=CC=CC=2)=CC=1.CC([O-])(C)C.[Na+]. The catalyst is CC(N(C)C)=O.C1C=CC(/C=C/C(/C=C/C2C=CC=CC=2)=O)=CC=1.C1C=CC(/C=C/C(/C=C/C2C=CC=CC=2)=O)=CC=1.C1C=CC(/C=C/C(/C=C/C2C=CC=CC=2)=O)=CC=1.[Pd].[Pd]. The product is [C:27]([O:31][C:32]([N:34]1[CH2:39][CH2:38][N:37]([C:40]2[CH:45]=[CH:44][C:43]([O:46][CH3:47])=[CH:42][C:41]=2[CH2:48][NH:49][C:2]2[CH:3]=[C:4]3[C:9](=[CH:10][CH:11]=2)[C:8](=[O:12])[NH:7][N:6]=[C:5]3[Cl:13])[CH2:36][CH2:35]1)=[O:33])([CH3:30])([CH3:28])[CH3:29]. The yield is 0.180. (2) The reactants are [F:1][C:2]1[CH:3]=[C:4]([CH:9]2[S:14][CH2:13][CH2:12][CH2:11][S:10]2)[CH:5]=[C:6]([CH3:8])[CH:7]=1.[F:15][CH:16]([F:27])[O:17][C:18]1[CH:25]=[CH:24][C:21]([CH:22]=[O:23])=[CH:20][C:19]=1[CH3:26]. No catalyst specified. The product is [F:15][CH:16]([F:27])[O:17][C:18]1[CH:25]=[CH:24][C:21]([CH:22]([C:9]2([C:4]3[CH:5]=[C:6]([CH3:8])[CH:7]=[C:2]([F:1])[CH:3]=3)[S:10][CH2:11][CH2:12][CH2:13][S:14]2)[OH:23])=[CH:20][C:19]=1[CH3:26]. The yield is 0.240.